This data is from Reaction yield outcomes from USPTO patents with 853,638 reactions. The task is: Predict the reaction yield, written as a fraction of the theoretical maximum amount of product (1.0 means a 100% yield; for example, 0.34 means a 34% yield). The reactants are [Cl:1][C:2]1[CH:3]=[C:4]([CH:8]([NH2:16])[CH2:9][C:10]2[CH:15]=[CH:14][CH:13]=[CH:12][CH:11]=2)[CH:5]=[CH:6][CH:7]=1.[NH:17]1[CH2:21][CH2:20][N:19]=[C:18]1S(O)(=O)=O.C(N(CC)CC)C. The catalyst is C(#N)C. The product is [Cl:1][C:2]1[CH:3]=[C:4]([CH:8]([NH:16][C:18]2[NH:19][CH2:20][CH2:21][N:17]=2)[CH2:9][C:10]2[CH:11]=[CH:12][CH:13]=[CH:14][CH:15]=2)[CH:5]=[CH:6][CH:7]=1. The yield is 0.530.